From a dataset of Catalyst prediction with 721,799 reactions and 888 catalyst types from USPTO. Predict which catalyst facilitates the given reaction. (1) Reactant: C[O:2][C:3]([C:5]1[C:6]([C:14]2[CH:19]=[CH:18][C:17]([Cl:20])=[CH:16][CH:15]=2)=[N:7][S:8][C:9]=1[C:10]([O:12]C)=[O:11])=[O:4].[OH-].[Na+].Cl. Product: [Cl:20][C:17]1[CH:16]=[CH:15][C:14]([C:6]2[C:5]([C:3]([OH:4])=[O:2])=[C:9]([C:10]([OH:12])=[O:11])[S:8][N:7]=2)=[CH:19][CH:18]=1. The catalyst class is: 6. (2) Reactant: [NH:1]1[CH2:5][CH2:4][CH2:3][CH:2]1[CH2:6][N:7]1[CH:11]=[C:10]([NH:12][C:13]([C:15]2[N:16]=[CH:17][O:18][C:19]=2[C:20]2[CH:21]=[C:22]([CH3:26])[CH:23]=[CH:24][CH:25]=2)=[O:14])[CH:9]=[N:8]1.Cl[C:28]1[N:33]=[C:32]([O:34][CH3:35])[CH:31]=[C:30]([O:36][CH3:37])[N:29]=1.C([O-])([O-])=O.[Cs+].[Cs+]. Product: [CH3:37][O:36][C:30]1[CH:31]=[C:32]([O:34][CH3:35])[N:33]=[C:28]([N:1]2[CH2:5][CH2:4][CH2:3][CH:2]2[CH2:6][N:7]2[CH:11]=[C:10]([NH:12][C:13]([C:15]3[N:16]=[CH:17][O:18][C:19]=3[C:20]3[CH:21]=[C:22]([CH3:26])[CH:23]=[CH:24][CH:25]=3)=[O:14])[CH:9]=[N:8]2)[N:29]=1. The catalyst class is: 496.